This data is from Experimentally validated miRNA-target interactions with 360,000+ pairs, plus equal number of negative samples. The task is: Binary Classification. Given a miRNA mature sequence and a target amino acid sequence, predict their likelihood of interaction. The miRNA is hsa-miR-1324 with sequence CCAGACAGAAUUCUAUGCACUUUC. The protein sequence of the target gene is MRVSGVLRLLALIFAIVTTWMFIRSYMSFSMKTIRLPRWLAASPTKEIQVKKYKCGLIKPCPANYFAFKICSGAANVVGPTMCFEDRMIMSPVKNNVGRGLNIALVNGTTGAVLGQKAFDMYSGDVMHLVKFLKEIPGGALVLVASYDDPGTKMNDESRKLFSDLGSSYAKQLGFRDSWVFIGAKDLRGKSPFEQFLKNSPDTNKYEGWPELLEMEGCMPPKPF. Result: 1 (interaction).